From a dataset of Full USPTO retrosynthesis dataset with 1.9M reactions from patents (1976-2016). Predict the reactants needed to synthesize the given product. (1) Given the product [CH2:29]([C:21]1[C:20]2[CH:19]=[CH:18][C:17]([F:22])=[CH:16][C:15]=2[N:14]=[C:13]2[C:23]3[N:10]([CH2:11][C:12]=12)[C:9](=[O:26])[C:8]1[CH2:7][O:6][C:5](=[O:27])[CH2:4][C@@:3]([CH2:1][CH3:2])([OH:28])[C:25]=1[CH:24]=3)[CH2:30][CH2:31][CH2:32][CH2:33][CH2:34][CH2:35][CH2:36][CH2:37][CH3:38], predict the reactants needed to synthesize it. The reactants are: [CH2:1]([C@:3]1([OH:28])[C:25]2[CH:24]=[C:23]3[N:10]([CH2:11][C:12]4[C:13]3=[N:14][C:15]3[CH:16]=[C:17]([F:22])[CH:18]=[CH:19][C:20]=3[CH:21]=4)[C:9](=[O:26])[C:8]=2[CH2:7][O:6][C:5](=[O:27])[CH2:4]1)[CH3:2].[CH:29](=O)[CH2:30][CH2:31][CH2:32][CH2:33][CH2:34][CH2:35][CH2:36][CH2:37][CH2:38]C. (2) Given the product [F:1][C:2]([F:16])([F:17])[O:3][C:4]1[CH:5]=[CH:6][C:7]([CH:8]([CH:9]([C:12]#[N:13])[C:10]#[N:11])[CH:18]([CH3:20])[CH3:19])=[CH:14][CH:15]=1, predict the reactants needed to synthesize it. The reactants are: [F:1][C:2]([F:17])([F:16])[O:3][C:4]1[CH:15]=[CH:14][C:7]([CH:8]=[C:9]([C:12]#[N:13])[C:10]#[N:11])=[CH:6][CH:5]=1.[CH:18]([Mg]Br)([CH3:20])[CH3:19].C(C(CC1C=CC=CC=1Cl)(C#N)C#N)C=C. (3) Given the product [CH3:25][O:26][C:27]1[CH:34]=[CH:33][C:30]([CH2:31][N:1]2[C:9]3[C:4](=[CH:5][CH:6]=[C:7]([CH2:10][C:11]4[CH:12]=[C:13]([CH:18]=[CH:19][CH:20]=4)[C:14]([OH:16])=[O:15])[CH:8]=3)[CH:3]=[CH:2]2)=[CH:29][CH:28]=1, predict the reactants needed to synthesize it. The reactants are: [NH:1]1[C:9]2[C:4](=[CH:5][CH:6]=[C:7]([CH2:10][C:11]3[CH:12]=[C:13]([CH:18]=[CH:19][CH:20]=3)[C:14]([O:16]C)=[O:15])[CH:8]=2)[CH:3]=[CH:2]1.[H-].[Na+].N#N.[CH3:25][O:26][C:27]1[CH:34]=[CH:33][C:30]([CH2:31]Br)=[CH:29][CH:28]=1.